Predict the reaction yield, written as a fraction of the theoretical maximum amount of product (1.0 means a 100% yield; for example, 0.34 means a 34% yield). From a dataset of Reaction yield outcomes from USPTO patents with 853,638 reactions. (1) The reactants are Cl.[CH3:2][NH:3][O:4][CH3:5].C[Al](C)C.[CH3:10][C:11]1[C:12](=[O:31])[C:13]([C:27](OC)=[O:28])=[N:14][N:15]([C:17]2[CH:22]=[CH:21][CH:20]=[C:19]([C:23]([F:26])([F:25])[F:24])[CH:18]=2)[CH:16]=1. The catalyst is ClCCl. The product is [CH3:5][O:4][N:3]([CH3:2])[C:27]([C:13]1[C:12](=[O:31])[C:11]([CH3:10])=[CH:16][N:15]([C:17]2[CH:22]=[CH:21][CH:20]=[C:19]([C:23]([F:24])([F:26])[F:25])[CH:18]=2)[N:14]=1)=[O:28]. The yield is 0.980. (2) The reactants are [Br:1][C:2]1[C:3](Cl)=[N:4][C:5]([Cl:8])=[N:6][CH:7]=1.[NH2:10][C:11]1[CH:15]=[C:14]([CH3:16])[NH:13][N:12]=1.C(N(CC)C(C)C)(C)C. The catalyst is C(O)CCC. The product is [Br:1][C:2]1[C:3]([NH:10][C:11]2[CH:15]=[C:14]([CH3:16])[NH:13][N:12]=2)=[N:4][C:5]([Cl:8])=[N:6][CH:7]=1. The yield is 0.850. (3) The reactants are [Br:1][C:2]1[CH:3]=[C:4]2[C:9](=[C:10]([CH3:12])[CH:11]=1)[N:8]=[C:7]([C:13]1[CH:14]=[N:15][CH:16]=[CH:17][CH:18]=1)[N:6]=[C:5]2O.[NH4+].[OH-].O=P(Cl)(Cl)[Cl:24]. No catalyst specified. The product is [Br:1][C:2]1[CH:3]=[C:4]2[C:9](=[C:10]([CH3:12])[CH:11]=1)[N:8]=[C:7]([C:13]1[CH:14]=[N:15][CH:16]=[CH:17][CH:18]=1)[N:6]=[C:5]2[Cl:24]. The yield is 1.00. (4) The reactants are [Br:1][C:2]1[C:3]([CH3:21])=[C:4]([N:8]2[C:17](=[O:18])[C:16]3[C:11](=[CH:12][CH:13]=[C:14]([F:19])[CH:15]=3)[NH:10][C:9]2=[O:20])[CH:5]=[CH:6][CH:7]=1.IC.[C:24]([O-])([O-])=O.[Cs+].[Cs+]. The catalyst is C1COCC1. The product is [Br:1][C:2]1[C:3]([CH3:21])=[C:4]([N:8]2[C:17](=[O:18])[C:16]3[C:11](=[CH:12][CH:13]=[C:14]([F:19])[CH:15]=3)[N:10]([CH3:24])[C:9]2=[O:20])[CH:5]=[CH:6][CH:7]=1. The yield is 0.960. (5) The reactants are [CH2:1]1[C:16]2[C:11](=[CH:12][CH:13]=[CH:14][CH:15]=2)[C:9](=O)[C:8]2[C:3](=[CH:4][CH:5]=[CH:6][CH:7]=2)[CH2:2]1.[CH3:17][O:18][C:19]1[CH:26]=[C:25]([O:27][CH3:28])[CH:24]=[CH:23][C:20]=1[CH:21]=O. No catalyst specified. The product is [CH3:17][O:18][C:19]1[CH:26]=[C:25]([O:27][CH3:28])[CH:24]=[CH:23][C:20]=1[CH:21]=[C:9]1[C:8]2[CH:7]=[CH:6][CH:5]=[CH:4][C:3]=2[CH2:2][CH2:1][C:16]2[CH:15]=[CH:14][CH:13]=[CH:12][C:11]1=2. The yield is 0.0700.